Dataset: Full USPTO retrosynthesis dataset with 1.9M reactions from patents (1976-2016). Task: Predict the reactants needed to synthesize the given product. Given the product [Cl:1][C:2]1[C:3]2[N:4]([C:8]([CH:11]3[CH2:12][C:13]4([O:30][CH2:29][CH2:28][O:15]4)[CH2:14]3)=[N:9][CH:10]=2)[CH:5]=[CH:6][N:7]=1, predict the reactants needed to synthesize it. The reactants are: [Cl:1][C:2]1[C:3]2[N:4]([C:8]([CH:11]3[CH2:14][C:13](=[O:15])[CH2:12]3)=[N:9][CH:10]=2)[CH:5]=[CH:6][N:7]=1.CC1C=CC(S(O)(=O)=O)=CC=1.O.[CH2:28](O)[CH2:29][OH:30].